Dataset: Reaction yield outcomes from USPTO patents with 853,638 reactions. Task: Predict the reaction yield, written as a fraction of the theoretical maximum amount of product (1.0 means a 100% yield; for example, 0.34 means a 34% yield). The reactants are [Cl:1][C:2]1[CH:3]=[C:4](I)[C:5]([NH2:8])=[N:6][CH:7]=1.[Cl:10][C:11]1[CH:16]=[CH:15][C:14]([C:17]#[C:18][CH2:19][CH2:20][C:21]([O:23][CH3:24])=[O:22])=[CH:13][CH:12]=1.C1(P(C2C=CC=CC=2)C2C=CC=CC=2)C=CC=CC=1.[Cl-].[Li+].C(=O)([O-])[O-].[Na+].[Na+]. The catalyst is CN(C)C=O.C([O-])(=O)C.[Pd+2].C([O-])(=O)C. The product is [Cl:1][C:2]1[CH:3]=[C:4]2[C:18]([CH2:19][CH2:20][C:21]([O:23][CH3:24])=[O:22])=[C:17]([C:14]3[CH:15]=[CH:16][C:11]([Cl:10])=[CH:12][CH:13]=3)[NH:8][C:5]2=[N:6][CH:7]=1. The yield is 0.170.